This data is from Forward reaction prediction with 1.9M reactions from USPTO patents (1976-2016). The task is: Predict the product of the given reaction. (1) The product is: [N:34]1([CH2:37][C:38]2[CH:43]=[CH:42][C:41]([C:21]3[CH:20]=[CH:19][C:3]([O:4][C:5]4[C:14]5[C:9](=[CH:10][C:11]([O:17][CH3:18])=[C:12]([O:15][CH3:16])[CH:13]=5)[N:8]=[CH:7][CH:6]=4)=[C:2]([F:1])[CH:22]=3)=[CH:40][CH:39]=2)[CH:33]=[CH:32][CH:36]=[N:35]1. Given the reactants [F:1][C:2]1[CH:22]=[C:21](C2C=NC(OC)=CC=2)[CH:20]=[CH:19][C:3]=1[O:4][C:5]1[C:14]2[C:9](=[CH:10][C:11]([O:17][CH3:18])=[C:12]([O:15][CH3:16])[CH:13]=2)[N:8]=[CH:7][CH:6]=1.B(O)(O)[C:32]1[CH:36]=[N:35][N:34]([CH2:37][C:38]2[CH:43]=[CH:42][CH:41]=[CH:40][CH:39]=2)[CH:33]=1, predict the reaction product. (2) The product is: [N:1]1([C:6]2[CH:11]=[CH:10][C:9]([O:12][C:44]3[C:45]([CH:47]=[C:48]([NH:52][C:53]4[C:62]5[C:57](=[CH:58][C:59]([O:65][CH2:66][CH2:67][O:68][CH3:69])=[C:60]([O:63][CH3:64])[CH:61]=5)[N:56]=[CH:55][N:54]=4)[C:49](=[O:51])[CH:50]=3)=[O:46])=[CH:8][CH:7]=2)[CH:5]=[CH:4][N:3]=[CH:2]1. Given the reactants [N:1]1([C:6]2[CH:11]=[CH:10][C:9]([OH:12])=[CH:8][CH:7]=2)[CH:5]=[CH:4][N:3]=[CH:2]1.[Cl-].C(C([NH3+])(C(=O)CCCCCCC)C(=O)CCCCCCC)(=O)CCCCCCC.Cl[C:44]1[C:45]([CH:47]=[C:48]([NH:52][C:53]2[C:62]3[C:57](=[CH:58][C:59]([O:65][CH2:66][CH2:67][O:68][CH3:69])=[C:60]([O:63][CH3:64])[CH:61]=3)[N:56]=[CH:55][N:54]=2)[C:49](=[O:51])[CH:50]=1)=[O:46].O, predict the reaction product. (3) Given the reactants [N:1]1([CH2:7][C:8]2[N:16]3[C:11]([C:12]([NH2:17])=[N:13][CH:14]=[N:15]3)=[CH:10][CH:9]=2)[CH2:6][CH2:5][O:4][CH2:3][CH2:2]1.[Br:18]N1C(C)(C)C(=O)N(Br)C1=O, predict the reaction product. The product is: [Br:18][C:10]1[CH:9]=[C:8]([CH2:7][N:1]2[CH2:6][CH2:5][O:4][CH2:3][CH2:2]2)[N:16]2[C:11]=1[C:12]([NH2:17])=[N:13][CH:14]=[N:15]2. (4) Given the reactants [O:1]1[CH2:6][CH:5]=[C:4]([C:7]2[N:12]=[C:11]([NH:13][C:14]([NH:16][C:17]3[C:26]4[C:21](=[C:22]([F:27])[CH:23]=[CH:24][CH:25]=4)[N:20]=[CH:19][CH:18]=3)=[O:15])[CH:10]=[CH:9][CH:8]=2)[CH2:3][CH2:2]1.CN(C=O)C.[H][H], predict the reaction product. The product is: [F:27][C:22]1[CH:23]=[CH:24][CH:25]=[C:26]2[C:21]=1[N:20]=[CH:19][CH:18]=[C:17]2[NH:16][C:14]([NH:13][C:11]1[CH:10]=[CH:9][CH:8]=[C:7]([CH:4]2[CH2:3][CH2:2][O:1][CH2:6][CH2:5]2)[N:12]=1)=[O:15]. (5) The product is: [CH2:11]([NH:18][C@H:19]([CH3:28])[C:20]1[CH:25]=[CH:24][C:23]([Cl:26])=[CH:22][C:21]=1[Cl:27])[C:12]1[CH:13]=[CH:14][CH:15]=[CH:16][CH:17]=1. Given the reactants FC(F)(F)C(O)(C)C(O)=O.[CH2:11]([NH:18][CH:19]([CH3:28])[C:20]1[CH:25]=[CH:24][C:23]([Cl:26])=[CH:22][C:21]=1[Cl:27])[C:12]1[CH:17]=[CH:16][CH:15]=[CH:14][CH:13]=1, predict the reaction product. (6) Given the reactants S(=O)(=O)(O)O.[CH2:6]([CH:8]([CH2:11][CH3:12])[CH:9]=O)[CH3:7].[CH2:13]([O:20][C:21]1[CH:28]=[CH:27][C:24]([C:25]#[N:26])=[CH:23][C:22]=1[NH:29]N)[C:14]1[CH:19]=[CH:18][CH:17]=[CH:16][CH:15]=1.[BH4-].[Na+], predict the reaction product. The product is: [CH2:13]([O:20][C:21]1[CH:28]=[CH:27][C:24]([C:25]#[N:26])=[C:23]2[C:22]=1[NH:29][CH2:9][C:8]2([CH2:11][CH3:12])[CH2:6][CH3:7])[C:14]1[CH:19]=[CH:18][CH:17]=[CH:16][CH:15]=1. (7) The product is: [F:1][C:2]1[CH:3]=[C:4]([CH:8]=[CH:9][C:10]=1[N+:11]([O-:13])=[O:12])[C:5]([NH2:15])=[O:6]. Given the reactants [F:1][C:2]1[CH:3]=[C:4]([CH:8]=[CH:9][C:10]=1[N+:11]([O-:13])=[O:12])[C:5](O)=[O:6].C[N:15]1CCOCC1.ON1C2C=CC=CC=2N=N1.Cl.CN(C)CCCN=C=NCC.[OH-].[NH4+], predict the reaction product.